This data is from Full USPTO retrosynthesis dataset with 1.9M reactions from patents (1976-2016). The task is: Predict the reactants needed to synthesize the given product. (1) Given the product [O:74]=[C:69]1[CH2:70][CH2:71][C:72](=[O:73])[N:68]1[O:2][C:1](=[O:3])[CH2:4][CH2:5][CH2:6][N:7]([CH3:66])[C@H:8]([C:12]([NH:14][C@H:15]([C:19]([N:21]([C@@H:23]([C@@H:62]([CH3:65])[CH2:63][CH3:64])[C@H:24]([O:60][CH3:61])[CH2:25][C:26]([N:28]1[CH2:32][CH2:31][CH2:30][C@H:29]1[C@H:33]([O:58][CH3:59])[C@@H:34]([CH3:57])[C:35]([NH:37][C@@H:38]([C@H:49]([C:51]1[CH:56]=[CH:55][CH:54]=[CH:53][CH:52]=1)[CH3:50])[C:39]([O:41][CH2:42][C:43]1[CH:48]=[CH:47][CH:46]=[CH:45][CH:44]=1)=[O:40])=[O:36])=[O:27])[CH3:22])=[O:20])[CH:16]([CH3:18])[CH3:17])=[O:13])[CH:9]([CH3:11])[CH3:10], predict the reactants needed to synthesize it. The reactants are: [C:1]([CH2:4][CH2:5][CH2:6][N:7]([CH3:66])[C@H:8]([C:12]([NH:14][C@H:15]([C:19]([N:21]([C@@H:23]([C@@H:62]([CH3:65])[CH2:63][CH3:64])[C@H:24]([O:60][CH3:61])[CH2:25][C:26]([N:28]1[CH2:32][CH2:31][CH2:30][C@H:29]1[C@H:33]([O:58][CH3:59])[C@@H:34]([CH3:57])[C:35]([NH:37][C@@H:38]([C@H:49]([C:51]1[CH:56]=[CH:55][CH:54]=[CH:53][CH:52]=1)[CH3:50])[C:39]([O:41][CH2:42][C:43]1[CH:48]=[CH:47][CH:46]=[CH:45][CH:44]=1)=[O:40])=[O:36])=[O:27])[CH3:22])=[O:20])[CH:16]([CH3:18])[CH3:17])=[O:13])[CH:9]([CH3:11])[CH3:10])([OH:3])=[O:2].O[N:68]1[C:72](=[O:73])[CH2:71][CH2:70][C:69]1=[O:74].Cl.CN(C)CCCN=C=NCC. (2) Given the product [CH2:4]([N:11]([C@@H:29]([C:31]1[CH:36]=[CH:35][CH:34]=[CH:33][CH:32]=1)[CH3:30])[C@H:12]1[CH2:13][CH:14]2[CH:15]([CH2:37]2)[CH2:16][C@H:17]1[N:18]1[C:19](=[O:28])[C:20]2[C:25](=[CH:24][CH:23]=[CH:22][CH:21]=2)[C:26]1=[O:27])[C:5]1[CH:10]=[CH:9][CH:8]=[CH:7][CH:6]=1, predict the reactants needed to synthesize it. The reactants are: ICI.[CH2:4]([N:11]([C@@H:29]([C:31]1[CH:36]=[CH:35][CH:34]=[CH:33][CH:32]=1)[CH3:30])[C@@H:12]1[C@H:17]([N:18]2[C:26](=[O:27])[C:25]3[C:20](=[CH:21][CH:22]=[CH:23][CH:24]=3)[C:19]2=[O:28])[CH2:16][CH:15]=[CH:14][CH2:13]1)[C:5]1[CH:10]=[CH:9][CH:8]=[CH:7][CH:6]=1.[CH2:37]([Zn]CC)C.C(=O)([O-])O.[Na+]. (3) Given the product [CH3:29][O:30][CH2:31][CH2:32][O:33][C:34]1[CH:35]=[CH:36][C:37]([CH3:49])=[C:38]([C:2]2[C:6]3[CH:7]=[C:8]([CH2:11][O:12][C:13]4[CH:18]=[CH:17][C:16]([C@@H:19]([C:26]#[C:27][CH3:28])[CH2:20][C:21]([O:23][CH2:24][CH3:25])=[O:22])=[CH:15][CH:14]=4)[CH:9]=[CH:10][C:5]=3[S:4][CH:3]=2)[CH:39]=1, predict the reactants needed to synthesize it. The reactants are: Br[C:2]1[C:6]2[CH:7]=[C:8]([CH2:11][O:12][C:13]3[CH:18]=[CH:17][C:16]([C@@H:19]([C:26]#[C:27][CH3:28])[CH2:20][C:21]([O:23][CH2:24][CH3:25])=[O:22])=[CH:15][CH:14]=3)[CH:9]=[CH:10][C:5]=2[S:4][CH:3]=1.[CH3:29][O:30][CH2:31][CH2:32][O:33][C:34]1[CH:35]=[CH:36][C:37]([CH3:49])=[C:38](B2OC(C)(C)C(C)(C)O2)[CH:39]=1.C([O-])([O-])=O.[Cs+].[Cs+]. (4) The reactants are: [CH3:1][O:2][C:3](=[O:14])[C:4]1[C:9]([N+:10]([O-:12])=[O:11])=[CH:8][CH:7]=[CH:6][C:5]=1Br.[CH2:15]([Sn](CCCC)(CCCC)CCCC)[CH:16]=[CH2:17].[F-].[Cs+].O. Given the product [CH3:1][O:2][C:3](=[O:14])[C:4]1[C:9]([N+:10]([O-:12])=[O:11])=[CH:8][CH:7]=[CH:6][C:5]=1[CH2:17][CH:16]=[CH2:15], predict the reactants needed to synthesize it.